This data is from Forward reaction prediction with 1.9M reactions from USPTO patents (1976-2016). The task is: Predict the product of the given reaction. Given the reactants N(C(OC(C)C)=O)=NC(OC(C)C)=O.C1(P(C2C=CC=CC=2)C2C=CC=CC=2)C=CC=CC=1.[C:34]1(=[O:44])[NH:38][C:37](=[O:39])[C:36]2=[CH:40][CH:41]=[CH:42][CH:43]=[C:35]12.[C:45]1([C@@H:51]2[CH2:55][CH2:54][CH2:53][C@H:52]2O)[CH:50]=[CH:49][CH:48]=[CH:47][CH:46]=1, predict the reaction product. The product is: [C:45]1([C@H:51]2[CH2:55][CH2:54][CH2:53][C@H:52]2[N:38]2[C:34](=[O:44])[C:35]3[C:36](=[CH:40][CH:41]=[CH:42][CH:43]=3)[C:37]2=[O:39])[CH:50]=[CH:49][CH:48]=[CH:47][CH:46]=1.